Dataset: Forward reaction prediction with 1.9M reactions from USPTO patents (1976-2016). Task: Predict the product of the given reaction. Given the reactants [Cl:1][C:2]1[CH:3]=[C:4]([CH:15]([CH2:21][CH:22]2[CH2:24]C2)[C:16]([O:18][CH2:19][CH3:20])=O)[CH:5]=[C:6]([O:9][CH2:10][C:11]([F:14])([F:13])F)[C:7]=1I.[F:25][C:26]([F:37])([F:36])[C:27]1[CH:32]=[CH:31][C:30](B(O)O)=[CH:29][CH:28]=1.[F-:38].[Cs+].[CH3:40]COC(C)=O.[OH2:46], predict the reaction product. The product is: [C:19]([O:18][CH:16]1[CH:21]([CH2:22][CH3:24])[CH:15]1[C:4]1[CH:5]=[C:6]([O:9][CH2:10][C:11]([F:13])([F:14])[F:38])[C:7]([C:30]2[CH:31]=[CH:32][C:27]([C:26]([F:37])([F:36])[F:25])=[CH:28][CH:29]=2)=[C:2]([Cl:1])[CH:3]=1)(=[O:46])[CH2:20][CH3:40].